From a dataset of Catalyst prediction with 721,799 reactions and 888 catalyst types from USPTO. Predict which catalyst facilitates the given reaction. Reactant: Cl[C:2]1[C:7]([C:8]#[N:9])=[C:6]([OH:10])[N:5]=[C:4]([CH3:11])[CH:3]=1.[CH3:12][O-:13].[Na+]. Product: [OH:10][C:6]1[N:5]=[C:4]([CH3:11])[CH:3]=[C:2]([O:13][CH3:12])[C:7]=1[C:8]#[N:9]. The catalyst class is: 5.